This data is from Full USPTO retrosynthesis dataset with 1.9M reactions from patents (1976-2016). The task is: Predict the reactants needed to synthesize the given product. (1) Given the product [CH3:1][C:2]1([CH3:18])[NH:7][C:6]([CH3:8])([CH3:9])[CH2:5][N:4]([CH2:10][CH2:11][O:12][CH2:13][CH2:14][CH2:15][NH2:16])[C:3]1=[O:17], predict the reactants needed to synthesize it. The reactants are: [CH3:1][C:2]1([CH3:18])[NH:7][C:6]([CH3:9])([CH3:8])[CH2:5][N:4]([CH2:10][CH2:11][O:12][CH2:13][CH2:14][C:15]#[N:16])[C:3]1=[O:17]. (2) Given the product [Cl:13][C:14]1[CH:15]=[C:16]2[C:21](=[CH:22][C:23]=1[O:24][C:25]1[CH:33]=[CH:32][C:28]([C:29](=[O:30])[NH:10][CH2:9][CH:8]([C:5]3[CH:4]=[CH:3][C:2]([Cl:1])=[CH:7][CH:6]=3)[O:11][CH3:12])=[CH:27][CH:26]=1)[O:20][CH2:19][CH2:18][CH:17]2[C:34]([O:36][CH2:37][CH3:38])=[O:35], predict the reactants needed to synthesize it. The reactants are: [Cl:1][C:2]1[CH:7]=[CH:6][C:5]([CH:8]([O:11][CH3:12])[CH2:9][NH2:10])=[CH:4][CH:3]=1.[Cl:13][C:14]1[CH:15]=[C:16]2[C:21](=[CH:22][C:23]=1[O:24][C:25]1[CH:33]=[CH:32][C:28]([C:29](O)=[O:30])=[CH:27][CH:26]=1)[O:20][CH2:19][CH2:18][CH:17]2[C:34]([O:36][CH2:37][CH3:38])=[O:35].N1C2C(=NC=CC=2)N(O)N=1.Cl.C(N=C=NCCCN(C)C)C. (3) Given the product [Cl:1][C:2]1[N:3]=[C:4]([O:20][CH:21]2[CH2:26][CH2:25][O:24][CH2:23][CH2:22]2)[C:5]2[C:10]([C:33]3[CH:34]=[CH:35][C:30]([C:29]([NH:28][CH3:27])=[O:45])=[N:31][CH:32]=3)=[CH:9][N:8]([CH2:12][O:13][CH2:14][CH2:15][Si:16]([CH3:19])([CH3:18])[CH3:17])[C:6]=2[N:7]=1, predict the reactants needed to synthesize it. The reactants are: [Cl:1][C:2]1[N:3]=[C:4]([O:20][CH:21]2[CH2:26][CH2:25][O:24][CH2:23][CH2:22]2)[C:5]2[C:10](I)=[CH:9][N:8]([CH2:12][O:13][CH2:14][CH2:15][Si:16]([CH3:19])([CH3:18])[CH3:17])[C:6]=2[N:7]=1.[CH3:27][NH:28][C:29](=[O:45])[C:30]1[CH:35]=[CH:34][C:33](B2OC(C)(C)C(C)(C)O2)=[CH:32][N:31]=1.ClCCl.C(=O)([O-])[O-].[Na+].[Na+]. (4) Given the product [NH2:1][C:4]1[CH:5]=[C:6]([CH:27]=[CH:28][CH:29]=1)[CH2:7][C:8]1[N:13]2[CH:14]=[C:15]([C:17]3[C:25]4[C:20](=[N:21][CH:22]=[CH:23][CH:24]=4)[NH:19][CH:18]=3)[CH:16]=[C:12]2[C:11](=[O:26])[NH:10][CH:9]=1, predict the reactants needed to synthesize it. The reactants are: [N+:1]([C:4]1[CH:5]=[C:6]([CH:27]=[CH:28][CH:29]=1)[CH2:7][C:8]1[N:13]2[CH:14]=[C:15]([C:17]3[C:25]4[C:20](=[N:21][CH:22]=[CH:23][CH:24]=4)[NH:19][CH:18]=3)[CH:16]=[C:12]2[C:11](=[O:26])[NH:10][CH:9]=1)([O-])=O.